From a dataset of Reaction yield outcomes from USPTO patents with 853,638 reactions. Predict the reaction yield, written as a fraction of the theoretical maximum amount of product (1.0 means a 100% yield; for example, 0.34 means a 34% yield). (1) The catalyst is C1(C)C=CC=CC=1. The product is [N+:1]([C:4]1[CH:5]=[CH:6][C:7]([CH:8]2[O:14][CH2:13][CH2:12][O:9]2)=[CH:10][CH:11]=1)([O-:3])=[O:2]. The reactants are [N+:1]([C:4]1[CH:11]=[CH:10][C:7]([CH:8]=[O:9])=[CH:6][CH:5]=1)([O-:3])=[O:2].[CH2:12](O)[CH2:13][OH:14].C1(C)C=CC(S(O)(=O)=O)=CC=1. The yield is 0.920. (2) The reactants are [CH:1]([C:4]1[N:5]=[C:6]([C:9]2[CH:18]=[C:17]([O:19][CH2:20][CH2:21][C@@H:22]3[NH:36][C:35](=[O:37])[N:34]([CH3:38])[CH2:33][CH2:32][CH2:31][CH2:30][CH:29]=[CH:28][C@H:27]4[C@@:25]([C:39]([O:41]CC)=[O:40])([CH2:26]4)[NH:24][C:23]3=[O:44])[C:16]3[C:11](=[C:12]([F:47])[C:13]([O:45][CH3:46])=[CH:14][CH:15]=3)[N:10]=2)[S:7][CH:8]=1)([CH3:3])[CH3:2].C(C1N=C(C2C=C(OCC[C@@H]3NC(=O)N(C)CCCCC=C[C@H]4[C@@](C(O)=O)(C4)NC3=O)C3C(=C(C)C(OC)=CC=3)N=2)SC=1)(C)C. No catalyst specified. The product is [CH:1]([C:4]1[N:5]=[C:6]([C:9]2[CH:18]=[C:17]([O:19][CH2:20][CH2:21][C@@H:22]3[NH:36][C:35](=[O:37])[N:34]([CH3:38])[CH2:33][CH2:32][CH2:31][CH2:30][CH:29]=[CH:28][C@H:27]4[C@@:25]([C:39]([OH:41])=[O:40])([CH2:26]4)[NH:24][C:23]3=[O:44])[C:16]3[C:11](=[C:12]([F:47])[C:13]([O:45][CH3:46])=[CH:14][CH:15]=3)[N:10]=2)[S:7][CH:8]=1)([CH3:3])[CH3:2]. The yield is 1.00. (3) The yield is 0.900. The catalyst is O1CCCC1. The reactants are C[O:2][C:3]([C:5]1[S:6][CH:7]=[C:8]([Br:12])[C:9]=1[O:10][CH3:11])=[O:4].[OH-].[Na+]. The product is [Br:12][C:8]1[C:9]([O:10][CH3:11])=[C:5]([C:3]([OH:4])=[O:2])[S:6][CH:7]=1. (4) The reactants are [F:1][C:2]([F:27])([F:26])[C@@:3]([CH2:17]SC1C=CC(C)=CC=1)([OH:16])[CH2:4][C:5]([C:8]1[CH:13]=[C:12]([F:14])[CH:11]=[CH:10][C:9]=1[CH3:15])([CH3:7])[CH3:6].F[B-](F)(F)F.C[O+](C)C.C(=O)([O-])[O-].[K+].[K+].C(=O)(O)[O-].[Na+]. The catalyst is ClCCl.O. The product is [F:14][C:12]1[CH:11]=[CH:10][C:9]([CH3:15])=[C:8]([C:5]([CH3:7])([CH3:6])[CH2:4][C@:3]2([C:2]([F:27])([F:26])[F:1])[CH2:17][O:16]2)[CH:13]=1. The yield is 0.780.